From a dataset of Full USPTO retrosynthesis dataset with 1.9M reactions from patents (1976-2016). Predict the reactants needed to synthesize the given product. (1) Given the product [Cl:2][C:3]1[CH:4]=[C:5]([CH:19]=[CH:20][C:21]=1[Cl:22])[O:6][CH:7]1[CH2:8][CH2:9][N:10]([CH2:13][CH2:14][CH2:15][C:16]([NH:33][S:30]([C:27]2[CH:28]=[CH:29][C:24]([CH3:23])=[CH:25][CH:26]=2)(=[O:31])=[O:32])=[O:18])[CH2:11][CH2:12]1, predict the reactants needed to synthesize it. The reactants are: Cl.[Cl:2][C:3]1[CH:4]=[C:5]([CH:19]=[CH:20][C:21]=1[Cl:22])[O:6][CH:7]1[CH2:12][CH2:11][N:10]([CH2:13][CH2:14][CH2:15][C:16]([OH:18])=O)[CH2:9][CH2:8]1.[CH3:23][C:24]1[CH:25]=[CH:26][C:27]([S:30]([NH2:33])(=[O:32])=[O:31])=[CH:28][CH:29]=1.CN(C1C=CC=CN=1)C.CCN=C=NCCCN(C)C. (2) The reactants are: Cl.[NH2:2][CH:3]([C:13]1[CH:18]=[CH:17][N:16]=[C:15]([F:19])[CH:14]=1)[C:4]([C:6]1[CH:11]=[CH:10][C:9]([F:12])=[CH:8][CH:7]=1)=O.[O-:20][C:21]#[N:22].[K+]. Given the product [F:12][C:9]1[CH:10]=[CH:11][C:6]([C:4]2[NH:22][C:21](=[O:20])[NH:2][C:3]=2[C:13]2[CH:18]=[CH:17][N:16]=[C:15]([F:19])[CH:14]=2)=[CH:7][CH:8]=1, predict the reactants needed to synthesize it.